This data is from Catalyst prediction with 721,799 reactions and 888 catalyst types from USPTO. The task is: Predict which catalyst facilitates the given reaction. (1) Reactant: [CH3:1][O:2][C:3]1[CH:10]=[CH:9][C:8]([O:11][CH3:12])=[CH:7][C:4]=1[CH2:5][NH2:6].[C:13](Cl)(=[O:20])[C:14]1[CH:19]=[CH:18][CH:17]=[CH:16][CH:15]=1.C(N(C(C)C)C(C)C)C. Product: [CH3:1][O:2][C:3]1[CH:10]=[CH:9][C:8]([O:11][CH3:12])=[CH:7][C:4]=1[CH2:5][NH:6][C:13](=[O:20])[C:14]1[CH:19]=[CH:18][CH:17]=[CH:16][CH:15]=1. The catalyst class is: 2. (2) Reactant: [Cl:1][C:2]1[N:3]=[CH:4][C:5]2[C:10]([CH:11]=1)=[C:9]([C:12]1[CH:13]=[N:14][NH:15][CH:16]=1)[CH:8]=[CH:7][CH:6]=2.[H-].[Na+].Br[CH2:20][CH2:21][O:22][CH3:23]. Product: [Cl:1][C:2]1[N:3]=[CH:4][C:5]2[C:10]([CH:11]=1)=[C:9]([C:12]1[CH:16]=[N:15][N:14]([CH2:20][CH2:21][O:22][CH3:23])[CH:13]=1)[CH:8]=[CH:7][CH:6]=2. The catalyst class is: 163. (3) Reactant: C([O-])=O.[NH4+].[CH2:5]([C:7]([C:26]1[CH:31]=[CH:30][C:29]([C:32]2[CH:33]=[C:34]([CH2:38][C:39]([OH:41])=[O:40])[CH:35]=[N:36][CH:37]=2)=[C:28]([CH3:42])[CH:27]=1)([C:10]1[CH:15]=[CH:14][C:13]([C:16]#[C:17][C:18]2([OH:24])[CH2:23][CH2:22][S:21][CH2:20][CH2:19]2)=[C:12]([CH3:25])[CH:11]=1)[CH2:8][CH3:9])[CH3:6]. Product: [CH2:5]([C:7]([C:26]1[CH:31]=[CH:30][C:29]([C:32]2[CH:33]=[C:34]([CH2:38][C:39]([OH:41])=[O:40])[CH:35]=[N:36][CH:37]=2)=[C:28]([CH3:42])[CH:27]=1)([C:10]1[CH:15]=[CH:14][C:13]([CH2:16][CH2:17][C:18]2([OH:24])[CH2:19][CH2:20][S:21][CH2:22][CH2:23]2)=[C:12]([CH3:25])[CH:11]=1)[CH2:8][CH3:9])[CH3:6]. The catalyst class is: 29. (4) Reactant: C(=O)([O-])O.[Na+].[C:17]([O:16][C:14](O[C:14]([O:16][C:17]([CH3:20])([CH3:19])[CH3:18])=[O:15])=[O:15])([CH3:20])([CH3:19])[CH3:18].[CH2:21]([O:23][C:24]([C@:26]1([NH2:39])[C@@H:31]([OH:32])[CH2:30][C@@H:29]2[C@H:27]1[C@@:28]2([F:38])[C:33]([O:35][CH2:36][CH3:37])=[O:34])=[O:25])[CH3:22]. Product: [CH2:21]([O:23][C:24]([C@:26]1([NH:39][C:14]([O:16][C:17]([CH3:18])([CH3:19])[CH3:20])=[O:15])[C@@H:31]([OH:32])[CH2:30][C@@H:29]2[C@H:27]1[C@@:28]2([F:38])[C:33]([O:35][CH2:36][CH3:37])=[O:34])=[O:25])[CH3:22]. The catalyst class is: 7. (5) Reactant: Br[C:2]12[CH2:11][C:6]3([CH3:12])[CH2:7][CH:8]([CH2:10][C:4]([CH3:13])([CH2:5]3)[CH2:3]1)[CH2:9]2.[NH2:14]C(N)=O.Cl.[OH-].[Na+]. Product: [NH2:14][C:2]12[CH2:11][C:6]3([CH3:12])[CH2:7][CH:8]([CH2:10][C:4]([CH3:13])([CH2:5]3)[CH2:3]1)[CH2:9]2. The catalyst class is: 106. (6) Reactant: [CH2:1]([O:3][C:4]([C:6]1[S:15][C:14]2[C:13]3[CH:16]=[C:17]([Cl:27])[CH:18]=[C:19]([O:20][CH2:21][CH2:22][CH2:23][N:24]([CH3:26])[CH3:25])[C:12]=3[O:11][C:10]3[CH:28]=[CH:29][CH:30]=[CH:31][C:9]=3[C:8]=2[CH:7]=1)=[O:5])[CH3:2].[C:32]([OH:44])(=[O:43])[CH2:33][C:34]([CH2:39][C:40]([OH:42])=[O:41])([C:36]([OH:38])=[O:37])[OH:35]. Product: [C:32]([OH:44])(=[O:43])[CH2:33][C:34]([CH2:39][C:40]([OH:42])=[O:41])([C:36]([OH:38])=[O:37])[OH:35].[CH2:1]([O:3][C:4]([C:6]1[S:15][C:14]2[C:13]3[CH:16]=[C:17]([Cl:27])[CH:18]=[C:19]([O:20][CH2:21][CH2:22][CH2:23][N:24]([CH3:26])[CH3:25])[C:12]=3[O:11][C:10]3[CH:28]=[CH:29][CH:30]=[CH:31][C:9]=3[C:8]=2[CH:7]=1)=[O:5])[CH3:2]. The catalyst class is: 8. (7) Reactant: [CH:1]([C:4]1[N:5]([CH2:15][CH2:16][C:17]2[CH:22]=[CH:21][CH:20]=[CH:19][CH:18]=2)[CH:6]=[N:7][C:8]=1[C:9]1[CH:14]=[CH:13][CH:12]=[CH:11][CH:10]=1)([CH3:3])[CH3:2].C(C1N=CN(CCC2C=CC=CC=2)C=1C1C=CC=CC=1)(C)C.[Li+].CC([N-]C(C)C)C.CN([CH:56]=[O:57])C. Product: [CH:1]([C:4]1[N:5]([CH2:15][CH2:16][C:17]2[CH:22]=[CH:21][CH:20]=[CH:19][CH:18]=2)[C:6]([CH:56]=[O:57])=[N:7][C:8]=1[C:9]1[CH:14]=[CH:13][CH:12]=[CH:11][CH:10]=1)([CH3:3])[CH3:2]. The catalyst class is: 1. (8) Reactant: [CH:1]1[C:13]2[NH:12][C:11]3[C:6](=[CH:7][CH:8]=[CH:9][CH:10]=3)[C:5]=2[CH:4]=[CH:3][CH:2]=1.FC1C(F)=C(C#N)C(F)=[C:17](F)[C:16]=1[C:26]1[CH:31]=[C:30](C(F)(F)F)[CH:29]=[C:28](C(F)(F)F)[CH:27]=1.[H-].[Na+].ClCCl.[Cl-].[Na+].O. Product: [CH:7](/[C:3]1[CH:2]=[CH:1][C:13]2[NH:12][C:11]3[C:6]([C:5]=2[CH:4]=1)=[CH:7][C:8](/[CH:17]=[CH:16]/[C:26]1[CH:27]=[CH:28][CH:29]=[CH:30][CH:31]=1)=[CH:9][CH:10]=3)=[CH:6]\[C:5]1[CH:13]=[CH:1][CH:2]=[CH:3][CH:4]=1. The catalyst class is: 7. (9) Reactant: [CH2:1]([O:8][C:9](=[O:16])[NH:10][C:11]1([C:14]#[N:15])[CH2:13][CH2:12]1)[C:2]1[CH:7]=[CH:6][CH:5]=[CH:4][CH:3]=1.[N-:17]=[N+:18]=[N-:19].[Na+].[NH4+].[Cl-]. Product: [CH2:1]([O:8][C:9](=[O:16])[NH:10][C:11]1([C:14]2[NH:19][N:18]=[N:17][N:15]=2)[CH2:13][CH2:12]1)[C:2]1[CH:3]=[CH:4][CH:5]=[CH:6][CH:7]=1. The catalyst class is: 3. (10) Reactant: [C:1]([O:4][CH2:5][O:6][C:7](=[O:28])[C:8]([NH:19][NH:20]C(OC(C)(C)C)=O)([CH3:18])[CH2:9][C:10]1[CH:15]=[CH:14][C:13]([OH:16])=[C:12]([OH:17])[CH:11]=1)(=[O:3])[CH3:2].Cl[C:30]([O:32][CH2:33][CH3:34])=[O:31]. The catalyst class is: 4. Product: [C:1]([O:4][CH2:5][O:6][C:7](=[O:28])[C:8]([NH:19][NH2:20])([CH3:18])[CH2:9][C:10]1[CH:15]=[CH:14][C:13]([O:16][C:30]([O:32][CH2:33][CH3:34])=[O:31])=[C:12]([O:17][C:5]([O:4][CH2:1][CH3:2])=[O:6])[CH:11]=1)(=[O:3])[CH3:2].